Predict the reaction yield, written as a fraction of the theoretical maximum amount of product (1.0 means a 100% yield; for example, 0.34 means a 34% yield). From a dataset of Reaction yield outcomes from USPTO patents with 853,638 reactions. (1) The reactants are [C:1]([O:5][C:6](=[O:20])[NH:7][C:8]1[CH:13]=[CH:12][C:11]([CH2:14][CH2:15][CH3:16])=[C:10]([N+:17]([O-:19])=[O:18])[CH:9]=1)([CH3:4])([CH3:3])[CH3:2].[CH3:21]I. The catalyst is CN(C=O)C. The product is [C:1]([O:5][C:6](=[O:20])[N:7]([CH3:21])[C:8]1[CH:13]=[CH:12][C:11]([CH2:14][CH2:15][CH3:16])=[C:10]([N+:17]([O-:19])=[O:18])[CH:9]=1)([CH3:2])([CH3:3])[CH3:4]. The yield is 0.520. (2) The reactants are [N:1]1[S:2][N:3]=[C:4]2[CH:9]=[C:8]([C:10](=[O:21])[C:11]#[C:12][C:13]([CH3:20])([O:15][Si](C)(C)C)[CH3:14])[CH:7]=[CH:6][C:5]=12.CC1C=CC(S(O)(=O)=O)=CC=1. The catalyst is C(Cl)Cl.O. The product is [N:1]1[S:2][N:3]=[C:4]2[CH:9]=[C:8]([C:10](=[O:21])[C:11]#[C:12][C:13]([OH:15])([CH3:14])[CH3:20])[CH:7]=[CH:6][C:5]=12. The yield is 1.00. (3) The reactants are [C:1]([O:5][C:6](=[O:13])[NH:7][CH:8]1[CH2:11][C:10](=O)[CH2:9]1)([CH3:4])([CH3:3])[CH3:2].C1(P(=[CH:33][C:34]([O:36][CH3:37])=[O:35])(C2C=CC=CC=2)C2C=CC=CC=2)C=CC=CC=1.O. The catalyst is C1(C)C=CC=CC=1. The product is [CH3:37][O:36][C:34](=[O:35])[CH:33]=[C:10]1[CH2:11][CH:8]([NH:7][C:6]([O:5][C:1]([CH3:4])([CH3:3])[CH3:2])=[O:13])[CH2:9]1. The yield is 0.960. (4) The reactants are [F:1][C:2]1[CH:11]=[C:10]2[C:5]([CH:6]=[CH:7][C:8](=[O:19])[N:9]2[CH2:12][CH2:13][C:14]([O:16]CC)=[O:15])=[CH:4][CH:3]=1.[OH-].[Na+]. The catalyst is C(O)C. The product is [F:1][C:2]1[CH:11]=[C:10]2[C:5]([CH:6]=[CH:7][C:8](=[O:19])[N:9]2[CH2:12][CH2:13][C:14]([OH:16])=[O:15])=[CH:4][CH:3]=1. The yield is 0.890. (5) The reactants are [CH3:1][N:2]([CH2:4][CH:5]1[CH2:10][CH2:9][N:8]([C:11]([NH:13][C:14]2[CH:19]=[C:18]([O:20][C:21]3[CH:26]=[CH:25][C:24]([N+:27]([O-])=O)=[CH:23][C:22]=3[F:30])[N:17]=[CH:16][N:15]=2)=[O:12])[CH2:7][CH2:6]1)[CH3:3]. The catalyst is O1CCCC1.[OH-].[Pd+2].[OH-].[C]. The product is [NH2:27][C:24]1[CH:25]=[CH:26][C:21]([O:20][C:18]2[CH:19]=[C:14]([NH:13][C:11]([N:8]3[CH2:7][CH2:6][CH:5]([CH2:4][N:2]([CH3:3])[CH3:1])[CH2:10][CH2:9]3)=[O:12])[N:15]=[CH:16][N:17]=2)=[C:22]([F:30])[CH:23]=1. The yield is 0.940. (6) The reactants are P([CH2:5][C:6]([O:8][C:9]([CH3:12])([CH3:11])[CH3:10])=[O:7])(O)(O)=O.C([Li])CCC.[CH2:18]([O:20][C:21]([C:23]1[S:27][C:26]2[CH:28]=[C:29]([CH:32]=O)[CH:30]=[CH:31][C:25]=2[CH:24]=1)=[O:22])[CH3:19]. The catalyst is C1COCC1. The product is [CH2:18]([O:20][C:21]([C:23]1[S:27][C:26]2[CH:28]=[C:29]([CH:32]=[CH:5][C:6]([O:8][C:9]([CH3:12])([CH3:11])[CH3:10])=[O:7])[CH:30]=[CH:31][C:25]=2[CH:24]=1)=[O:22])[CH3:19]. The yield is 0.710. (7) The reactants are [C:1]([CH2:3][C:4]([NH2:6])=[O:5])#[N:2].[C:7]([CH2:10][C:11](=O)[CH3:12])(=O)[CH3:8].C([O-])([O-])=O.[K+].[K+]. The catalyst is O. The product is [CH3:12][C:11]1[CH:10]=[C:7]([CH3:8])[NH:6][C:4](=[O:5])[C:3]=1[C:1]#[N:2]. The yield is 0.910.